From a dataset of Catalyst prediction with 721,799 reactions and 888 catalyst types from USPTO. Predict which catalyst facilitates the given reaction. (1) Product: [C:1]([C:4]1[N:5]=[C:6]([N:9]2[CH2:13][CH2:12][C@@H:11]([O:14][S:16]([CH3:15])(=[O:18])=[O:17])[CH2:10]2)[S:7][CH:8]=1)(=[O:3])[NH2:2]. The catalyst class is: 2. Reactant: [C:1]([C:4]1[N:5]=[C:6]([N:9]2[CH2:13][CH2:12][C@@H:11]([OH:14])[CH2:10]2)[S:7][CH:8]=1)(=[O:3])[NH2:2].[CH3:15][S:16](Cl)(=[O:18])=[O:17].C(N(CC)CC)C.CO. (2) Reactant: C(N(CC)CC)C.[C:8]([O:13][C:14]1[CH:15]=[C:16]([CH:20]=[CH:21][CH:22]=1)C(Cl)=O)(=O)[CH:9]([CH3:11])C. Product: [O:13]1[C:14]2[C:22](=[CH:21][CH:20]=[CH:16][CH:15]=2)[CH:11]=[CH:9][CH2:8]1. The catalyst class is: 2. (3) Reactant: C([O:3][C:4]([C:6]1[CH:7]=[C:8]2[C:13](=[CH:14][CH:15]=1)[N:12]=[C:11]([C:16]1[CH:21]=[CH:20][C:19]([C:22]3[NH:26][C:25]([C@@H:27]4[CH2:31][CH2:30][CH2:29][N:28]4[C:32](=[O:42])[C@@H:33]([NH:37][C:38](=[O:41])[O:39][CH3:40])[CH:34]([CH3:36])[CH3:35])=[N:24][CH:23]=3)=[CH:18][CH:17]=1)[CH:10]=[N:9]2)=[CH2:5])C.C1C(=O)N([Br:50])C(=O)C1. Product: [Br:50][CH2:3][C:4]([C:6]1[CH:7]=[C:8]2[C:13](=[CH:14][CH:15]=1)[N:12]=[C:11]([C:16]1[CH:21]=[CH:20][C:19]([C:22]3[NH:26][C:25]([C@@H:27]4[CH2:31][CH2:30][CH2:29][N:28]4[C:32](=[O:42])[C@@H:33]([NH:37][C:38](=[O:41])[O:39][CH3:40])[CH:34]([CH3:36])[CH3:35])=[N:24][CH:23]=3)=[CH:18][CH:17]=1)[CH:10]=[N:9]2)=[O:5]. The catalyst class is: 20. (4) Reactant: [CH2:1]([NH:6][CH:7]=[O:8])[CH2:2][CH2:3][CH2:4][CH3:5].[H-].[Na+].Br[CH2:12][CH:13]1[CH2:15][CH2:14]1. Product: [CH:13]1([CH2:12][N:6]([CH2:1][CH2:2][CH2:3][CH2:4][CH3:5])[CH:7]=[O:8])[CH2:15][CH2:14]1. The catalyst class is: 57. (5) Reactant: [Si:1]([O:8][C@@H:9]([CH2:15][Cl:16])[CH2:10][C:11](OC)=[O:12])([C:4]([CH3:7])([CH3:6])[CH3:5])([CH3:3])[CH3:2].CC(C[AlH]CC(C)C)C. Product: [Si:1]([O:8][C@@H:9]([CH2:15][Cl:16])[CH2:10][CH:11]=[O:12])([C:4]([CH3:7])([CH3:6])[CH3:5])([CH3:3])[CH3:2]. The catalyst class is: 5.